From a dataset of NCI-60 drug combinations with 297,098 pairs across 59 cell lines. Regression. Given two drug SMILES strings and cell line genomic features, predict the synergy score measuring deviation from expected non-interaction effect. (1) Drug 1: CN1C2=C(C=C(C=C2)N(CCCl)CCCl)N=C1CCCC(=O)O.Cl. Drug 2: CC(C)(C#N)C1=CC(=CC(=C1)CN2C=NC=N2)C(C)(C)C#N. Cell line: PC-3. Synergy scores: CSS=-4.26, Synergy_ZIP=0.540, Synergy_Bliss=-2.13, Synergy_Loewe=-3.56, Synergy_HSA=-3.34. (2) Drug 1: CCCS(=O)(=O)NC1=C(C(=C(C=C1)F)C(=O)C2=CNC3=C2C=C(C=N3)C4=CC=C(C=C4)Cl)F. Drug 2: CCC1=C2CN3C(=CC4=C(C3=O)COC(=O)C4(CC)O)C2=NC5=C1C=C(C=C5)O. Cell line: NCI-H322M. Synergy scores: CSS=4.11, Synergy_ZIP=2.72, Synergy_Bliss=2.21, Synergy_Loewe=-14.3, Synergy_HSA=-3.92. (3) Drug 1: CC(CN1CC(=O)NC(=O)C1)N2CC(=O)NC(=O)C2. Drug 2: CN(CCCl)CCCl.Cl. Cell line: HOP-62. Synergy scores: CSS=7.51, Synergy_ZIP=-3.71, Synergy_Bliss=0.975, Synergy_Loewe=-3.32, Synergy_HSA=1.00. (4) Drug 1: CCC1(CC2CC(C3=C(CCN(C2)C1)C4=CC=CC=C4N3)(C5=C(C=C6C(=C5)C78CCN9C7C(C=CC9)(C(C(C8N6C=O)(C(=O)OC)O)OC(=O)C)CC)OC)C(=O)OC)O.OS(=O)(=O)O. Drug 2: CCC(=C(C1=CC=CC=C1)C2=CC=C(C=C2)OCCN(C)C)C3=CC=CC=C3.C(C(=O)O)C(CC(=O)O)(C(=O)O)O. Cell line: OVCAR-8. Synergy scores: CSS=15.6, Synergy_ZIP=14.0, Synergy_Bliss=11.6, Synergy_Loewe=2.95, Synergy_HSA=9.46.